The task is: Regression. Given two drug SMILES strings and cell line genomic features, predict the synergy score measuring deviation from expected non-interaction effect.. This data is from NCI-60 drug combinations with 297,098 pairs across 59 cell lines. (1) Drug 1: C1CCN(CC1)CCOC2=CC=C(C=C2)C(=O)C3=C(SC4=C3C=CC(=C4)O)C5=CC=C(C=C5)O. Drug 2: CC1=C2C(C(=O)C3(C(CC4C(C3C(C(C2(C)C)(CC1OC(=O)C(C(C5=CC=CC=C5)NC(=O)OC(C)(C)C)O)O)OC(=O)C6=CC=CC=C6)(CO4)OC(=O)C)O)C)O. Cell line: 786-0. Synergy scores: CSS=37.3, Synergy_ZIP=0.111, Synergy_Bliss=1.63, Synergy_Loewe=-39.9, Synergy_HSA=2.64. (2) Drug 2: CNC(=O)C1=CC=CC=C1SC2=CC3=C(C=C2)C(=NN3)C=CC4=CC=CC=N4. Synergy scores: CSS=-3.57, Synergy_ZIP=5.26, Synergy_Bliss=9.00, Synergy_Loewe=-1.29, Synergy_HSA=0.216. Cell line: HS 578T. Drug 1: C1CCN(CC1)CCOC2=CC=C(C=C2)C(=O)C3=C(SC4=C3C=CC(=C4)O)C5=CC=C(C=C5)O. (3) Drug 1: CC12CCC3C(C1CCC2=O)CC(=C)C4=CC(=O)C=CC34C. Drug 2: CNC(=O)C1=NC=CC(=C1)OC2=CC=C(C=C2)NC(=O)NC3=CC(=C(C=C3)Cl)C(F)(F)F. Cell line: NCI/ADR-RES. Synergy scores: CSS=55.0, Synergy_ZIP=1.18, Synergy_Bliss=1.83, Synergy_Loewe=-3.93, Synergy_HSA=2.57. (4) Drug 1: CC12CCC3C(C1CCC2=O)CC(=C)C4=CC(=O)C=CC34C. Drug 2: C1=CN(C(=O)N=C1N)C2C(C(C(O2)CO)O)O.Cl. Cell line: DU-145. Synergy scores: CSS=64.2, Synergy_ZIP=-6.90, Synergy_Bliss=-4.58, Synergy_Loewe=-30.6, Synergy_HSA=-2.15. (5) Drug 1: CC1=C2C(C(=O)C3(C(CC4C(C3C(C(C2(C)C)(CC1OC(=O)C(C(C5=CC=CC=C5)NC(=O)C6=CC=CC=C6)O)O)OC(=O)C7=CC=CC=C7)(CO4)OC(=O)C)O)C)OC(=O)C. Drug 2: C(CN)CNCCSP(=O)(O)O. Cell line: NCI-H226. Synergy scores: CSS=47.6, Synergy_ZIP=6.18, Synergy_Bliss=4.42, Synergy_Loewe=-38.7, Synergy_HSA=4.36. (6) Drug 1: C1=CC(=C2C(=C1NCCNCCO)C(=O)C3=C(C=CC(=C3C2=O)O)O)NCCNCCO. Drug 2: CN(CCCl)CCCl.Cl. Cell line: NCI-H522. Synergy scores: CSS=49.0, Synergy_ZIP=-6.17, Synergy_Bliss=-5.75, Synergy_Loewe=-23.8, Synergy_HSA=-1.53. (7) Synergy scores: CSS=44.7, Synergy_ZIP=-8.03, Synergy_Bliss=-6.51, Synergy_Loewe=-3.58, Synergy_HSA=-0.166. Cell line: K-562. Drug 1: CC1OCC2C(O1)C(C(C(O2)OC3C4COC(=O)C4C(C5=CC6=C(C=C35)OCO6)C7=CC(=C(C(=C7)OC)O)OC)O)O. Drug 2: CCC1=C2CN3C(=CC4=C(C3=O)COC(=O)C4(CC)O)C2=NC5=C1C=C(C=C5)O.